From a dataset of Catalyst prediction with 721,799 reactions and 888 catalyst types from USPTO. Predict which catalyst facilitates the given reaction. (1) Reactant: Cl.[NH2:2][OH:3].C([O-])(O)=O.[Na+].[F:9][C:10]([F:38])([F:37])[C:11]1[CH:12]=[C:13]([N:17]2[CH2:22][CH2:21][N:20]([S:23]([C:26]3[CH:31]=[CH:30][C:29](/[CH:32]=[CH:33]/[C:34](Cl)=[O:35])=[CH:28][CH:27]=3)(=[O:25])=[O:24])[CH2:19][CH2:18]2)[CH:14]=[CH:15][CH:16]=1. Product: [OH:3][NH:2][C:34](=[O:35])/[CH:33]=[CH:32]/[C:29]1[CH:30]=[CH:31][C:26]([S:23]([N:20]2[CH2:21][CH2:22][N:17]([C:13]3[CH:14]=[CH:15][CH:16]=[C:11]([C:10]([F:38])([F:37])[F:9])[CH:12]=3)[CH2:18][CH2:19]2)(=[O:25])=[O:24])=[CH:27][CH:28]=1. The catalyst class is: 30. (2) Reactant: Cl.Cl[C:3]1[N:8]2[N:9]=[C:10]([CH:12]3[CH2:17][CH2:16][N:15]([CH:18]4[CH2:20][CH2:19]4)[CH2:14][CH2:13]3)[N:11]=[C:7]2[CH:6]=[C:5]([C:21]2[CH:26]=[CH:25][C:24]([Cl:27])=[CH:23][C:22]=2[Cl:28])[N:4]=1.Cl.[NH2:30][C:31]1[C:36]([C:37](=[O:42])[C:38]([F:41])([F:40])[F:39])=[CH:35][CH:34]=[C:33]([NH:43][CH2:44][CH2:45][NH2:46])[N:32]=1.C(N(CC)C(C)C)(C)C. Product: [NH2:30][C:31]1[C:36]([C:37](=[O:42])[C:38]([F:39])([F:41])[F:40])=[CH:35][CH:34]=[C:33]([NH:43][CH2:44][CH2:45][NH:46][C:3]2[N:8]3[N:9]=[C:10]([CH:12]4[CH2:13][CH2:14][N:15]([CH:18]5[CH2:20][CH2:19]5)[CH2:16][CH2:17]4)[N:11]=[C:7]3[CH:6]=[C:5]([C:21]3[CH:26]=[CH:25][C:24]([Cl:27])=[CH:23][C:22]=3[Cl:28])[N:4]=2)[N:32]=1. The catalyst class is: 16.